From a dataset of M1 muscarinic receptor agonist screen with 61,833 compounds. Binary Classification. Given a drug SMILES string, predict its activity (active/inactive) in a high-throughput screening assay against a specified biological target. The drug is S(=O)(=O)(Nc1c(OC)cccc1)c1cc(c(O)cc1)C(=O)N. The result is 0 (inactive).